From a dataset of M1 muscarinic receptor antagonist screen with 61,756 compounds. Binary Classification. Given a drug SMILES string, predict its activity (active/inactive) in a high-throughput screening assay against a specified biological target. (1) The drug is O1CCN(CCCNc2nc(cc(c2C#N)C)C)CC1. The result is 1 (active). (2) The drug is Brc1cc(c(OCC(O)=O)cc1)/C=N\O. The result is 0 (inactive). (3) The compound is Fc1cc(Cn2c(=O)c3n(c(N4CCCC4)nc3n(c2=O)C)C)ccc1. The result is 0 (inactive). (4) The drug is S(=O)(=O)(N1CCCC1)c1ccc(c2n(CC3OCCC3)c(SCC(=O)N)nn2)cc1. The result is 0 (inactive). (5) The drug is Fc1ccc(CNC(=O)CN2c3c(C(=O)N(CC2=O)C)cccc3)cc1. The result is 0 (inactive). (6) The compound is S(=O)(=O)(N1CC(CCC1)C(=O)Nc1c(OC)ccc(OC)c1)c1c2ncccc2ccc1. The result is 0 (inactive). (7) The molecule is O=C(NC1CC(NC(C1)(C)C)(C)C)c1c(cc(oc1C)=O)C. The result is 0 (inactive). (8) The molecule is O1C(C2CC(=O)N(C2=O)Cc2ccccc2)CCC1. The result is 0 (inactive). (9) The drug is O=C(N1CCN(CC1)c1c(NC(=O)CCC)cccc1)C(C)C. The result is 0 (inactive).